From a dataset of Catalyst prediction with 721,799 reactions and 888 catalyst types from USPTO. Predict which catalyst facilitates the given reaction. (1) Reactant: [CH3:1][CH:2]([CH2:6][CH3:7])[C:3]([OH:5])=[O:4].[CH3:8][C:9]([CH3:12])([O-])[CH3:10].[K+].C(O)C(N)(CO)CO. Product: [CH3:1][CH:2]([CH2:6][CH3:7])[C:3]([O:5][C:9]([CH3:12])([CH3:10])[CH3:8])=[O:4]. The catalyst class is: 2. (2) Reactant: [F:1][C:2]1[CH:7]=[C:6]([O:8][CH3:9])[CH:5]=[C:4]([F:10])[C:3]=1[C:11]1[S:12][CH:13]=[C:14]([C:16]([O:18]C)=[O:17])[N:15]=1.[OH-].[Li+]. Product: [F:10][C:4]1[CH:5]=[C:6]([O:8][CH3:9])[CH:7]=[C:2]([F:1])[C:3]=1[C:11]1[S:12][CH:13]=[C:14]([C:16]([OH:18])=[O:17])[N:15]=1. The catalyst class is: 24. (3) Product: [Si:3]([O:10][CH2:11][C:12]1[N:13]=[C:14]([CH:17]=[O:25])[O:15][CH:16]=1)([C:6]([CH3:7])([CH3:8])[CH3:9])([CH3:4])[CH3:5]. The catalyst class is: 21. Reactant: N#N.[Si:3]([O:10][CH2:11][C:12]1[N:13]=[C:14](/[CH:17]=C/C2C=CC=CC=2)[O:15][CH:16]=1)([C:6]([CH3:9])([CH3:8])[CH3:7])([CH3:5])[CH3:4].[OH2:25]. (4) Reactant: [O:1]1[C:9]2[C:4](=[N:5][CH:6]=[CH:7][CH:8]=2)[NH:3][C:2]1=[O:10].C1C(=O)N([Br:18])C(=O)C1.CCOC(C)=O.CCCCCC. Product: [Br:18][C:7]1[CH:8]=[C:9]2[O:1][C:2](=[O:10])[NH:3][C:4]2=[N:5][CH:6]=1. The catalyst class is: 23. (5) Reactant: [CH3:1][C:2]1([CH3:16])[C:6]([CH3:8])([CH3:7])[O:5][B:4]([C:9]2[CH:14]=[CH:13][C:12]([NH2:15])=[CH:11][CH:10]=2)[O:3]1.C(N(CC)CC)C.[CH3:24][O:25][CH2:26][C:27](Cl)=[O:28]. Product: [CH3:24][O:25][CH2:26][C:27]([NH:15][C:12]1[CH:13]=[CH:14][C:9]([B:4]2[O:3][C:2]([CH3:16])([CH3:1])[C:6]([CH3:7])([CH3:8])[O:5]2)=[CH:10][CH:11]=1)=[O:28]. The catalyst class is: 49.